Task: Predict the reaction yield, written as a fraction of the theoretical maximum amount of product (1.0 means a 100% yield; for example, 0.34 means a 34% yield).. Dataset: Reaction yield outcomes from USPTO patents with 853,638 reactions (1) The reactants are [OH:1][CH2:2][C:3]1[CH:8]=[CH:7][N:6]=[C:5]([C:9]2[N:13]([C:14]3[CH:15]=[N:16][C:17]([O:20][CH3:21])=[CH:18][CH:19]=3)[N:12]=[C:11]([C:22]([OH:24])=O)[CH:10]=2)[CH:4]=1.[C:25]([NH2:29])([CH3:28])([CH3:27])[CH3:26]. No catalyst specified. The product is [C:25]([NH:29][C:22]([C:11]1[CH:10]=[C:9]([C:5]2[CH:4]=[C:3]([CH2:2][OH:1])[CH:8]=[CH:7][N:6]=2)[N:13]([C:14]2[CH:15]=[N:16][C:17]([O:20][CH3:21])=[CH:18][CH:19]=2)[N:12]=1)=[O:24])([CH3:28])([CH3:27])[CH3:26]. The yield is 0.0500. (2) The reactants are [NH:1]1[CH2:6][CH2:5][CH:4]([N:7]2[C:11]3[CH:12]=[CH:13][CH:14]=[CH:15][C:10]=3[NH:9][C:8]2=[O:16])[CH2:3][CH2:2]1.C(O)(C)C.Cl[C:22]1[N:30]=[CH:29][N:28]=[C:27]2[C:23]=1[N:24]=[C:25]([C:32]1[CH:33]=[N:34][N:35]([CH2:37][CH3:38])[CH:36]=1)[N:26]2[CH3:31]. The catalyst is C(N(CC)CC)C. The product is [CH2:37]([N:35]1[CH:36]=[C:32]([C:25]2[N:26]([CH3:31])[C:27]3[C:23]([N:24]=2)=[C:22]([N:1]2[CH2:2][CH2:3][CH:4]([N:7]4[C:11]5[CH:12]=[CH:13][CH:14]=[CH:15][C:10]=5[NH:9][C:8]4=[O:16])[CH2:5][CH2:6]2)[N:30]=[CH:29][N:28]=3)[CH:33]=[N:34]1)[CH3:38]. The yield is 0.970. (3) The reactants are [N+:1]([C:4]1[CH:12]=[C:11]2[C:7]([C:8]([C:13]#[N:14])=[CH:9][NH:10]2)=[CH:6][CH:5]=1)([O-])=O. The catalyst is CCO.[Pd]. The product is [NH2:1][C:4]1[CH:12]=[C:11]2[C:7]([C:8]([C:13]#[N:14])=[CH:9][NH:10]2)=[CH:6][CH:5]=1. The yield is 0.980. (4) The reactants are [CH:1]([C:3]1[CH:8]=[CH:7][C:6](B(O)O)=[CH:5][CH:4]=1)=[O:2].Br[C:13]1[CH:18]=[CH:17][C:16]([C:19]2[CH:24]=[CH:23][C:22]([O:25][CH2:26][CH2:27][CH2:28][CH2:29][CH3:30])=[CH:21][CH:20]=2)=[CH:15][CH:14]=1.C(=O)([O-])O.[Na+].O. The catalyst is C1COCC1.C1C=CC([P]([Pd]([P](C2C=CC=CC=2)(C2C=CC=CC=2)C2C=CC=CC=2)([P](C2C=CC=CC=2)(C2C=CC=CC=2)C2C=CC=CC=2)[P](C2C=CC=CC=2)(C2C=CC=CC=2)C2C=CC=CC=2)(C2C=CC=CC=2)C2C=CC=CC=2)=CC=1. The product is [CH2:26]([O:25][C:22]1[CH:21]=[CH:20][C:19]([C:16]2[CH:17]=[CH:18][C:13]([C:6]3[CH:7]=[CH:8][C:3]([CH:1]=[O:2])=[CH:4][CH:5]=3)=[CH:14][CH:15]=2)=[CH:24][CH:23]=1)[CH2:27][CH2:28][CH2:29][CH3:30]. The yield is 0.580.